This data is from Catalyst prediction with 721,799 reactions and 888 catalyst types from USPTO. The task is: Predict which catalyst facilitates the given reaction. (1) Reactant: [Cl:1][C:2]1[CH:7]=[CH:6][C:5]([S:8]([NH:11][C@@H:12]([C:20]2[C:24](I)=[C:23]([CH3:26])[O:22][N:21]=2)[CH2:13][C:14]2[CH:19]=[CH:18][CH:17]=[CH:16][CH:15]=2)(=[O:10])=[O:9])=[CH:4][CH:3]=1.[Li]CCCC.[Cl-].N. Product: [Cl:1][C:2]1[CH:7]=[CH:6][C:5]([S:8]([NH:11][C@@H:12]([C:20]2[CH:24]=[C:23]([CH3:26])[O:22][N:21]=2)[CH2:13][C:14]2[CH:19]=[CH:18][CH:17]=[CH:16][CH:15]=2)(=[O:9])=[O:10])=[CH:4][CH:3]=1. The catalyst class is: 1. (2) Reactant: [C:1]([C:3]1([NH:6][CH2:7][C:8]2([OH:21])[CH2:13][CH2:12][N:11]([C:14]([O:16][C:17]([CH3:20])([CH3:19])[CH3:18])=[O:15])[CH2:10][CH2:9]2)[CH2:5][CH2:4]1)#[N:2].C(N(CC)CC)C.Cl[CH2:30][C:31](Cl)=[O:32].[H-].[Na+]. Product: [C:1]([C:3]1([N:6]2[CH2:7][C:8]3([CH2:9][CH2:10][N:11]([C:14]([O:16][C:17]([CH3:18])([CH3:20])[CH3:19])=[O:15])[CH2:12][CH2:13]3)[O:21][CH2:30][C:31]2=[O:32])[CH2:5][CH2:4]1)#[N:2]. The catalyst class is: 4. (3) Reactant: [F:1][C:2]1[CH:3]=[C:4]2[C:9](=[CH:10][CH:11]=1)[N:8]=[C:7]([C:12]1[CH:17]=[CH:16][CH:15]=[CH:14][C:13]=1[OH:18])[N:6]=[C:5]2[N:19]1[CH2:23][CH2:22][C@@H:21]([NH:24][C:25]([CH:27]2[CH2:29][CH2:28]2)=[O:26])[CH2:20]1.[ClH:30].CCOCC. Product: [ClH:30].[F:1][C:2]1[CH:3]=[C:4]2[C:9](=[CH:10][CH:11]=1)[N:8]=[C:7]([C:12]1[CH:17]=[CH:16][CH:15]=[CH:14][C:13]=1[OH:18])[N:6]=[C:5]2[N:19]1[CH2:23][CH2:22][C@@H:21]([NH:24][C:25]([CH:27]2[CH2:28][CH2:29]2)=[O:26])[CH2:20]1. The catalyst class is: 2. (4) Reactant: [C:1]1([OH:11])[C:10]2[CH2:9][CH2:8][CH2:7][CH2:6][C:5]=2[CH:4]=[CH:3][CH:2]=1.[OH-].[K+].C(Cl)(Cl)Cl.Cl.[CH2:19]([OH:21])C. Product: [OH:11][C:1]1[C:10]2[CH2:9][CH2:8][CH2:7][CH2:6][C:5]=2[C:4]([CH:19]=[O:21])=[CH:3][CH:2]=1. The catalyst class is: 11. (5) Reactant: [NH:1]1[CH:6]=C[CH2:4][CH2:3][CH2:2]1.[CH2:7]1[CH2:11]O[CH2:9][CH2:8]1.[Li][CH:13]([CH2:15][CH3:16])[CH3:14].ClC[C:19]1[C:20]([CH2:25]Cl)=[CH:21][CH:22]=[CH:23][CH:24]=1.[CH2:27]([O:29][CH2:30][CH3:31])C. Product: [CH3:27][O:29][C:30]1[CH:31]=[C:14]([C:7]23[CH2:11][C:21]4[CH:22]=[CH:23][CH:24]=[CH:19][C:20]=4[CH2:25][C:3]2([CH3:4])[CH2:2][N:1]([CH3:6])[CH2:9][CH2:8]3)[CH:13]=[CH:15][CH:16]=1. The catalyst class is: 14. (6) Product: [NH2:1][C:2]1[N:7]=[CH:6][C:5]([C:8]2[CH:9]=[CH:10][C:11]([C:12](=[O:13])[N:30]([CH2:29][CH2:28][O:27][CH3:26])[CH3:31])=[CH:15][CH:16]=2)=[CH:4][C:3]=1[C:17]([NH:18][C:19]1[CH:20]=[CH:21][N:22]=[CH:23][CH:24]=1)=[O:25]. The catalyst class is: 3. Reactant: [NH2:1][C:2]1[N:7]=[CH:6][C:5]([C:8]2[CH:16]=[CH:15][C:11]([C:12](O)=[O:13])=[CH:10][CH:9]=2)=[CH:4][C:3]=1[C:17](=[O:25])[NH:18][C:19]1[CH:24]=[CH:23][N:22]=[CH:21][CH:20]=1.[CH3:26][O:27][CH2:28][CH2:29][NH:30][CH3:31].CN(C(ON1N=NC2C=CC=NC1=2)=[N+](C)C)C.F[P-](F)(F)(F)(F)F.CN1CCOCC1. (7) Reactant: [NH2:1][C:2]1[S:3][C:4]([C:11]2[CH:16]=[CH:15][C:14]([S:17][CH3:18])=[CH:13][CH:12]=2)=[C:5]([C:7]([O:9][CH3:10])=[O:8])[N:6]=1.[C:19](Cl)(=[O:21])[CH3:20].O. Product: [C:19]([NH:1][C:2]1[S:3][C:4]([C:11]2[CH:16]=[CH:15][C:14]([S:17][CH3:18])=[CH:13][CH:12]=2)=[C:5]([C:7]([O:9][CH3:10])=[O:8])[N:6]=1)(=[O:21])[CH3:20]. The catalyst class is: 17.